Dataset: NCI-60 drug combinations with 297,098 pairs across 59 cell lines. Task: Regression. Given two drug SMILES strings and cell line genomic features, predict the synergy score measuring deviation from expected non-interaction effect. (1) Cell line: OVCAR-8. Synergy scores: CSS=77.2, Synergy_ZIP=3.71, Synergy_Bliss=3.74, Synergy_Loewe=4.60, Synergy_HSA=6.79. Drug 2: CC12CCC3C(C1CCC2=O)CC(=C)C4=CC(=O)C=CC34C. Drug 1: CC1=C2C(C(=O)C3(C(CC4C(C3C(C(C2(C)C)(CC1OC(=O)C(C(C5=CC=CC=C5)NC(=O)OC(C)(C)C)O)O)OC(=O)C6=CC=CC=C6)(CO4)OC(=O)C)OC)C)OC. (2) Drug 1: C1CCN(CC1)CCOC2=CC=C(C=C2)C(=O)C3=C(SC4=C3C=CC(=C4)O)C5=CC=C(C=C5)O. Drug 2: CCC1(C2=C(COC1=O)C(=O)N3CC4=CC5=C(C=CC(=C5CN(C)C)O)N=C4C3=C2)O.Cl. Cell line: A549. Synergy scores: CSS=12.4, Synergy_ZIP=-3.72, Synergy_Bliss=-0.256, Synergy_Loewe=-21.1, Synergy_HSA=-4.68.